This data is from Catalyst prediction with 721,799 reactions and 888 catalyst types from USPTO. The task is: Predict which catalyst facilitates the given reaction. (1) Reactant: C([Li])CCC.[C:6](#[N:8])[CH3:7].C[O:10][C:11](=O)[CH2:12][C:13]1[CH:18]=[CH:17][C:16]([O:19][CH3:20])=[C:15]([O:21][CH3:22])[CH:14]=1.[Cl-].[NH4+]. The catalyst class is: 1. Product: [CH3:22][O:21][C:15]1[CH:14]=[C:13]([CH2:12][C:11](=[O:10])[CH2:7][C:6]#[N:8])[CH:18]=[CH:17][C:16]=1[O:19][CH3:20]. (2) Reactant: [C:1]1([CH3:11])[CH:6]=[CH:5][C:4]([S:7]([OH:10])(=[O:9])=[O:8])=[CH:3][CH:2]=1.C1([C@@H]([NH:20][C@H:21]2[CH2:30][CH2:29][C:24]3([O:28][CH2:27][CH2:26][O:25]3)[CH2:23][C@H:22]2[C:31]([O:33][CH2:34][CH3:35])=[O:32])C)C=CC=CC=1.[H][H]. Product: [C:1]1([CH3:11])[CH:2]=[CH:3][C:4]([S:7]([OH:10])(=[O:8])=[O:9])=[CH:5][CH:6]=1.[NH2:20][C@H:21]1[CH2:30][CH2:29][C:24]2([O:28][CH2:27][CH2:26][O:25]2)[CH2:23][C@H:22]1[C:31]([O:33][CH2:34][CH3:35])=[O:32]. The catalyst class is: 63. (3) Reactant: [CH3:1][N:2]1[CH2:24][CH2:23][C:5]2[N:6]([CH2:14][C:15]#[C:16][C:17]3[CH:22]=[CH:21][CH:20]=[CH:19][N:18]=3)[C:7]3[CH:8]=[CH:9][C:10]([CH3:13])=[CH:11][C:12]=3[C:4]=2[CH2:3]1.[H][H]. Product: [CH3:1][N:2]1[CH2:24][CH2:23][C:5]2[N:6]([CH2:14][CH2:15][CH2:16][C:17]3[CH:22]=[CH:21][CH:20]=[CH:19][N:18]=3)[C:7]3[CH:8]=[CH:9][C:10]([CH3:13])=[CH:11][C:12]=3[C:4]=2[CH2:3]1. The catalyst class is: 19.